Dataset: Full USPTO retrosynthesis dataset with 1.9M reactions from patents (1976-2016). Task: Predict the reactants needed to synthesize the given product. Given the product [O:1]1[C:6]2[CH:7]=[CH:8][CH:9]=[CH:10][C:5]=2[N:4]([C:11](=[O:18])[CH2:12][CH2:13][CH2:14][C:15]([OH:17])=[O:16])[CH2:3][CH2:2]1, predict the reactants needed to synthesize it. The reactants are: [O:1]1[C:6]2[CH:7]=[CH:8][CH:9]=[CH:10][C:5]=2[NH:4][CH2:3][CH2:2]1.[C:11]1(=[O:18])[O:17][C:15](=[O:16])[CH2:14][CH2:13][CH2:12]1.